Dataset: Full USPTO retrosynthesis dataset with 1.9M reactions from patents (1976-2016). Task: Predict the reactants needed to synthesize the given product. (1) Given the product [Cl:1][C:2]1[CH:3]=[C:4]([CH:25]=[CH:26][C:27]=1[O:28][CH3:29])[CH2:5][NH:6][C:7]1[C:12]([C:13]([OH:15])=[O:14])=[CH:11][N:10]=[C:9]([N:18]2[CH2:24][CH2:23][C:20]3([CH2:21][CH2:22]3)[CH2:19]2)[N:8]=1, predict the reactants needed to synthesize it. The reactants are: [Cl:1][C:2]1[CH:3]=[C:4]([CH:25]=[CH:26][C:27]=1[O:28][CH3:29])[CH2:5][NH:6][C:7]1[C:12]([C:13]([O:15]CC)=[O:14])=[CH:11][N:10]=[C:9]([N:18]2[CH2:24][CH2:23][C:20]3([CH2:22][CH2:21]3)[CH2:19]2)[N:8]=1.ClC1C=C(C=CC=1OC)CNC1C(C(OCC)=O)=CN=C(SC)N=1. (2) Given the product [C:48]([CH2:47][CH2:46][CH2:45][CH2:44][CH2:43][O:2][C:3]1[CH:4]=[C:5]([S:27]([OH:30])(=[O:29])=[O:28])[C:6]2[CH:7]=[CH:8][C:9]3[C:18]4[C:17]=2[C:16]=1[CH:15]=[CH:14][C:13]=4[C:12]([S:19]([OH:22])(=[O:21])=[O:20])=[CH:11][C:10]=3[S:23]([OH:26])(=[O:24])=[O:25])([OH:50])=[O:49], predict the reactants needed to synthesize it. The reactants are: [Na+].[OH:2][C:3]1[CH:4]=[C:5]([S:27]([O-:30])(=[O:29])=[O:28])[C:6]2[CH:7]=[CH:8][C:9]3[C:18]4[C:17]=2[C:16]=1[CH:15]=[CH:14][C:13]=4[C:12]([S:19]([O-:22])(=[O:21])=[O:20])=[CH:11][C:10]=3[S:23]([O-:26])(=[O:25])=[O:24].[Na+].[Na+].C(N(C(C)C)CC)(C)C.Br[CH2:43][CH2:44][CH2:45][CH2:46][CH2:47][C:48]([O:50]CC)=[O:49]. (3) Given the product [O:9]1[CH2:10][CH2:11][O:12][CH:8]1[C:5]1[CH:6]=[CH:7][C:2]([CH:22]=[O:23])=[CH:3][C:4]=1[CH3:13], predict the reactants needed to synthesize it. The reactants are: Br[C:2]1[CH:7]=[CH:6][C:5]([CH:8]2[O:12][CH2:11][CH2:10][O:9]2)=[C:4]([CH3:13])[CH:3]=1.C([Li])CCC.CN([CH:22]=[O:23])C.O. (4) Given the product [Cl:28][C:26]1[CH:25]=[CH:24][C:3]([O:4][CH2:5][C:6]([N:8]2[CH2:13][C@H:12]([CH3:14])[N:11]([CH2:15][C:16]3[CH:17]=[CH:18][C:19]([F:22])=[CH:20][CH:21]=3)[CH2:10][C@H:9]2[CH3:23])=[O:7])=[C:2]([NH:1][S:40]([CH2:39][C:38]([OH:44])=[O:37])(=[O:42])=[O:41])[CH:27]=1, predict the reactants needed to synthesize it. The reactants are: [NH2:1][C:2]1[CH:27]=[C:26]([Cl:28])[CH:25]=[CH:24][C:3]=1[O:4][CH2:5][C:6]([N:8]1[CH2:13][C@H:12]([CH3:14])[N:11]([CH2:15][C:16]2[CH:21]=[CH:20][C:19]([F:22])=[CH:18][CH:17]=2)[CH2:10][C@H:9]1[CH3:23])=[O:7].C(=O)([O-])[O-].[K+].[K+].C([O:37][C:38](=[O:44])[CH2:39][S:40](Cl)(=[O:42])=[O:41])C.CN(C1C=CC=CN=1)C.O.[OH-].[Li+].